Dataset: Full USPTO retrosynthesis dataset with 1.9M reactions from patents (1976-2016). Task: Predict the reactants needed to synthesize the given product. (1) Given the product [CH3:1][S:2]([C:5]1[CH:6]=[C:7]([NH2:15])[CH:8]=[C:9]([C:11]([F:12])([F:14])[F:13])[CH:10]=1)(=[O:3])=[O:4], predict the reactants needed to synthesize it. The reactants are: [CH3:1][S:2]([C:5]1[CH:10]=[C:9]([C:11]([F:14])([F:13])[F:12])[CH:8]=[C:7]([N+:15]([O-])=O)[CH:6]=1)(=[O:4])=[O:3]. (2) Given the product [CH:32]1[C:33]2[C:38](=[CH:37][CH:36]=[CH:35][CH:34]=2)[C:29]([C:2]2[CH:7]=[CH:6][N:5]=[C:4]3[N:8]([C:11]4[CH:12]=[C:13]([S:17]([NH2:20])(=[O:19])=[O:18])[CH:14]=[CH:15][CH:16]=4)[N:9]=[CH:10][C:3]=23)=[CH:30][N:31]=1, predict the reactants needed to synthesize it. The reactants are: I[C:2]1[CH:7]=[CH:6][N:5]=[C:4]2[N:8]([C:11]3[CH:12]=[C:13]([S:17]([NH2:20])(=[O:19])=[O:18])[CH:14]=[CH:15][CH:16]=3)[N:9]=[CH:10][C:3]=12.CC1(C)C(C)(C)OB([C:29]2[C:38]3[C:33](=[CH:34][CH:35]=[CH:36][CH:37]=3)[CH:32]=[N:31][CH:30]=2)O1.C(=O)([O-])[O-].[Na+].[Na+].